This data is from Experimentally validated miRNA-target interactions with 360,000+ pairs, plus equal number of negative samples. The task is: Binary Classification. Given a miRNA mature sequence and a target amino acid sequence, predict their likelihood of interaction. (1) The miRNA is hsa-miR-4520-5p with sequence CCUGCGUGUUUUCUGUCCAA. The protein sequence of the target gene is MAPKPKPWVQTEGPEKKKGRQAGREEDPFRSTAEALKAIPAEKRIIRVDPTCPLSSNPGTQVYEDYNCTLNQTNIENNNNKFYIIQLLQDSNRFFTCWNRWGRVGEVGQSKINHFTRLEDAKKDFEKKFREKTKNNWAERDHFVSHPGKYTLIEVQAEDEAQEAVVKVDRGPVRTVTKRVQPCSLDPATQKLITNIFSKEMFKNTMALMDLDVKKMPLGKLSKQQIARGFEALEALEEALKGPTDGGQSLEELSSHFYTVIPHNFGHSQPPPINSPELLQAKKDMLLVLADIELAQALQA.... Result: 0 (no interaction). (2) The miRNA is hsa-miR-4436b-5p with sequence GUCCACUUCUGCCUGCCCUGCC. The protein sequence of the target gene is MKNPMLEVVSLLLEKLLLISNFTLFSSGAAGEDKGRNSFYETSSFHRGDVLEVPRTHLTHYGIYLGDNRVAHMMPDILLALTDDMGRTQKVVSNKRLILGVIVKVASIRVDTVEDFAYGANILVNHLDESLQKKALLNEEVARRAEKLLGFTPYSLLWNNCEHFVTYCRYGTPISPQSDKFCETVKIIIRDQRSVLASAVLGLASIVCTGLVSYTTLPAIFIPFFLWMAG. Result: 1 (interaction). (3) The miRNA is hsa-miR-26b-5p with sequence UUCAAGUAAUUCAGGAUAGGU. Result: 0 (no interaction). The protein sequence of the target gene is MDQRKNESIVPSITQLEDFLTEHNSNVVWLLVATILSCGWIIYLTYYNSRNVGLILTLVLNRLYKHGYIHIGSFSFSVLSGKVMVREIYYITEDMSIRIQDGFIIFRWWKMYNPKQKQHDPKAETRLYITVNDFEFHVYNRSDLYGRLQELFGLEPTIIPPKKDDDKTREIGRTRTQSKIERVKVKTESQDPTSSWRSLIPVIKVNVSTGRLAFGNHYQPQTLCINFDDAFLTYTTKPPSSHLDQFMHIVKGKLENVRVMLVPSPRYVGLQNDEPPRLMGEGFVVMQSNDVDIYYYMDEP.... (4) The miRNA is hsa-miR-744-5p with sequence UGCGGGGCUAGGGCUAACAGCA. The protein sequence of the target gene is MWLLGPLCLLLSSAAESQLLPGNNFTNECNIPGNFMCSNGRCIPGAWQCDGLPDCFDKSDEKECPKAKSKCGPTFFPCASGIHCIIGRFRCNGFEDCPDGSDEENCTANPLLCSTARYHCKNGLCIDKSFICDGQNNCQDNSDEESCESSQEPGSGQVFVTSENQLVYYPSITYAIIGSSVIFVLVVALLALVLHHQRKRNNLMTLPVHRLQHPVLLSRLVVLDHPHHCNVTYNVNNGIQYVASQAEQNASEVGSPPSYSEALLDQRPAWYDLPPPPYSSDTESLNQADLPPYRSRSGSA.... Result: 1 (interaction). (5) The miRNA is mmu-miR-743a-3p with sequence GAAAGACACCAAGCUGAGUAGA. The protein sequence of the target gene is MGAAASRRRALRSEAMSSVAAKVRAARAFGEYLSQSHPENRNGADHLLADAYSGHDGSPEMQPAPQNKRRLSLVSNGCYEGSLSEEPSIRKPAGEGPQPRVYTISGEPALLPSPEAEAIELAVVKGRRQRHPHHHSQPLRASPGGSREDVSRPCQSWAGSRQGSKECPGCAQLAPGPTPRAFGLDQPPLPETSGRRKKLERMYSVDRVSDDIPIRTWFPKENLFSFQTATTTMQAISVFRGYAERKRRKRENDSASVIQRNFRKHLRMVGSRRVKAQTFAERRERSFSRSWSDPTPMKAD.... Result: 0 (no interaction).